Dataset: Forward reaction prediction with 1.9M reactions from USPTO patents (1976-2016). Task: Predict the product of the given reaction. Given the reactants [C:1]([N:8]1[CH2:12][C@@H:11]([N:13]([CH:20]2[CH2:25][CH2:24][C:23]([CH3:27])([CH3:26])[CH2:22][CH2:21]2)[C:14](=[O:19])[C:15]([CH3:18])([CH3:17])[CH3:16])[CH2:10][C@@:9]1(C)[C:28]([O-])=[O:29])([O:3][C:4]([CH3:7])([CH3:6])[CH3:5])=[O:2], predict the reaction product. The product is: [C:1]([N:8]1[CH2:12][C@@H:11]([N:13]([CH:20]2[CH2:25][CH2:24][C:23]([CH3:27])([CH3:26])[CH2:22][CH2:21]2)[C:14](=[O:19])[C:15]([CH3:17])([CH3:18])[CH3:16])[CH2:10][C@H:9]1[CH2:28][OH:29])([O:3][C:4]([CH3:5])([CH3:6])[CH3:7])=[O:2].